Dataset: Forward reaction prediction with 1.9M reactions from USPTO patents (1976-2016). Task: Predict the product of the given reaction. (1) Given the reactants [CH3:1][C:2]1[C:15]2[C:6](=[C:7]3[C:12](=[CH:13][CH:14]=2)[CH:11]=[CH:10][CH:9]=[N:8]3)[N:5]=[CH:4][CH:3]=1.[O-:16][Mn](=O)(=O)=O.[K+].[OH2:22], predict the reaction product. The product is: [C:1]([C:2]1[C:15]2[C:6](=[C:7]3[C:12](=[CH:13][CH:14]=2)[CH:11]=[CH:10][CH:9]=[N:8]3)[N:5]=[CH:4][CH:3]=1)([OH:16])=[O:22]. (2) Given the reactants [Si:1]([O:18][CH2:19][C:20]1[N:21]=[CH:22][N:23]([CH2:25][CH2:26][F:27])[CH:24]=1)([C:14]([CH3:17])([CH3:16])[CH3:15])([C:8]1[CH:13]=[CH:12][CH:11]=[CH:10][CH:9]=1)[C:2]1[CH:7]=[CH:6][CH:5]=[CH:4][CH:3]=1.C([Li])CCC.CON(C)[C:36](=[O:38])[CH3:37].[Cl-].[NH4+], predict the reaction product. The product is: [Si:1]([O:18][CH2:19][C:20]1[N:21]=[C:22]([C:36](=[O:38])[CH3:37])[N:23]([CH:25]=[CH2:26])[CH:24]=1)([C:14]([CH3:17])([CH3:16])[CH3:15])([C:8]1[CH:13]=[CH:12][CH:11]=[CH:10][CH:9]=1)[C:2]1[CH:7]=[CH:6][CH:5]=[CH:4][CH:3]=1.[Si:1]([O:18][CH2:19][C:20]1[N:21]=[C:22]([C:36](=[O:38])[CH3:37])[N:23]([CH2:25][CH2:26][F:27])[CH:24]=1)([C:14]([CH3:15])([CH3:16])[CH3:17])([C:8]1[CH:9]=[CH:10][CH:11]=[CH:12][CH:13]=1)[C:2]1[CH:7]=[CH:6][CH:5]=[CH:4][CH:3]=1.